This data is from Full USPTO retrosynthesis dataset with 1.9M reactions from patents (1976-2016). The task is: Predict the reactants needed to synthesize the given product. Given the product [C:1]([C:5]1[N:6]=[C:7]([N:22]2[CH2:27][C:26]([CH3:28])([OH:25])[CH2:23]2)[C:8]2[N:13]=[N:12][N:11]([CH2:14][C:15]3[CH:20]=[CH:19][CH:18]=[CH:17][C:16]=3[Cl:21])[C:9]=2[N:10]=1)([CH3:3])([CH3:4])[CH3:2], predict the reactants needed to synthesize it. The reactants are: [C:1]([C:5]1[N:6]=[C:7]([N:22]2[CH2:27][CH2:26][O:25]C[CH2:23]2)[C:8]2[N:13]=[N:12][N:11]([CH2:14][C:15]3[CH:20]=[CH:19][CH:18]=[CH:17][C:16]=3[Cl:21])[C:9]=2[N:10]=1)([CH3:4])([CH3:3])[CH3:2].[C:28](C1N=C(Cl)C2N=NN(CC3C=CC=CC=3Cl)C=2N=1)(C)(C)C.Cl.N1CC(O)C1.